From a dataset of Full USPTO retrosynthesis dataset with 1.9M reactions from patents (1976-2016). Predict the reactants needed to synthesize the given product. (1) Given the product [Cl:19][C:20]1[CH:28]=[CH:27][C:23]2[C:24](=[O:25])[N:2]=[C:1]([C:3]3[CH:8]=[C:7]([CH2:9][CH2:10][NH:11][C:12](=[O:18])[O:13][C:14]([CH3:15])([CH3:17])[CH3:16])[CH:6]=[CH:5][N:4]=3)[S:29][C:22]=2[CH:21]=1, predict the reactants needed to synthesize it. The reactants are: [C:1]([C:3]1[CH:8]=[C:7]([CH2:9][CH2:10][NH:11][C:12](=[O:18])[O:13][C:14]([CH3:17])([CH3:16])[CH3:15])[CH:6]=[CH:5][N:4]=1)#[N:2].[Cl:19][C:20]1[CH:21]=[C:22]([SH:29])[C:23](=[CH:27][CH:28]=1)[C:24](O)=[O:25]. (2) Given the product [C:15]([C:14]1[CH:17]=[CH:18][C:11]([C:8]2[N:6]3[CH:7]=[C:2]([C:27]4[CH:28]=[CH:29][C:24]([C:22]([O:21][CH2:19][CH3:20])=[O:23])=[CH:25][CH:26]=4)[N:3]=[CH:4][C:5]3=[N:10][CH:9]=2)=[CH:12][CH:13]=1)#[N:16], predict the reactants needed to synthesize it. The reactants are: Br[C:2]1[N:3]=[CH:4][C:5]2[N:6]([C:8]([C:11]3[CH:18]=[CH:17][C:14]([C:15]#[N:16])=[CH:13][CH:12]=3)=[CH:9][N:10]=2)[CH:7]=1.[CH2:19]([O:21][C:22]([C:24]1[CH:29]=[CH:28][C:27](B(O)O)=[CH:26][CH:25]=1)=[O:23])[CH3:20].C([O-])([O-])=O.[Na+].[Na+].